From a dataset of Reaction yield outcomes from USPTO patents with 853,638 reactions. Predict the reaction yield, written as a fraction of the theoretical maximum amount of product (1.0 means a 100% yield; for example, 0.34 means a 34% yield). (1) The reactants are Cl[C:2]1[CH:3]=[CH:4][C:5]2[O:14][CH2:13][CH2:12][C:11]3[CH:10]=[C:9]([C:15]4[N:16]([C:20]5[CH:25]=[CH:24][C:23]([F:26])=[CH:22][C:21]=5[F:27])[N:17]=[CH:18][N:19]=4)[S:8][C:7]=3[C:6]=2[N:28]=1.C[Si](C)(C)O[NH:32][CH2:33][CH3:34].CC(C1C=C(C(C)C)C(C2C=CC=CC=2P(C2CCCCC2)C2CCCCC2)=C(C(C)C)C=1)C.CC(C)([O-:74])C. The catalyst is O1CCOCC1.CC([O-])=O.CC([O-])=O.[Pd+2]. The product is [F:27][C:21]1[CH:22]=[C:23]([F:26])[CH:24]=[CH:25][C:20]=1[N:16]1[C:15]([C:9]2[S:8][C:7]3[C:6]4[N:28]=[C:2]([NH:32][CH2:33][CH2:34][OH:74])[CH:3]=[CH:4][C:5]=4[O:14][CH2:13][CH2:12][C:11]=3[CH:10]=2)=[N:19][CH:18]=[N:17]1. The yield is 0.210. (2) The catalyst is S(=O)(=O)(O)O. The product is [Br:5][C:6]1[CH:11]=[CH:10][C:9]([Br:12])=[CH:8][C:7]=1[N+:1]([O-:4])=[O:2]. The reactants are [N+:1]([O-:4])(O)=[O:2].[Br:5][C:6]1[CH:11]=[CH:10][C:9]([Br:12])=[CH:8][CH:7]=1. The yield is 0.680.